This data is from Catalyst prediction with 721,799 reactions and 888 catalyst types from USPTO. The task is: Predict which catalyst facilitates the given reaction. (1) Product: [Cl:1][C:2]1[N:3]=[C:4]([NH:16][C:17]2[C:18]([CH3:26])=[N:19][C:20]([O:24][CH3:25])=[C:21]([CH3:23])[CH:22]=2)[C:5](=[O:15])[N:6]([CH2:8][C@H:9]([CH:12]2[CH2:14][CH2:13]2)[OH:10])[CH:7]=1. The catalyst class is: 2. Reactant: [Cl:1][C:2]1[N:3]=[C:4]([NH:16][C:17]2[C:18]([CH3:26])=[N:19][C:20]([O:24][CH3:25])=[C:21]([CH3:23])[CH:22]=2)[C:5](=[O:15])[N:6]([CH2:8][C@H:9]([CH:12]2[CH2:14][CH2:13]2)[O:10]C)[CH:7]=1.B(Br)(Br)Br. (2) Reactant: [CH3:1][O:2][C:3]1[CH:4]=[C:5]([CH:23]=[CH:24][C:25]=1[O:26][CH3:27])[C:6]([NH:8][C:9]1[CH:14]=[CH:13][C:12]([C:15]2([C:20](O)=[O:21])[CH2:19][CH2:18][CH2:17][CH2:16]2)=[CH:11][CH:10]=1)=[O:7].C1C=CC2N(O)N=[N:34][C:32]=2C=1.C(Cl)CCl.CN. Product: [CH3:1][O:2][C:3]1[CH:4]=[C:5]([CH:23]=[CH:24][C:25]=1[O:26][CH3:27])[C:6]([NH:8][C:9]1[CH:14]=[CH:13][C:12]([C:15]2([C:20](=[O:21])[NH:34][CH3:32])[CH2:19][CH2:18][CH2:17][CH2:16]2)=[CH:11][CH:10]=1)=[O:7]. The catalyst class is: 2.